From a dataset of Reaction yield outcomes from USPTO patents with 853,638 reactions. Predict the reaction yield, written as a fraction of the theoretical maximum amount of product (1.0 means a 100% yield; for example, 0.34 means a 34% yield). (1) The reactants are COC1C=CC(C(C2C=CC(OC)=CC=2)[O:10][CH:11](C2C=CC=CC=2)[CH:12]2[CH2:16][CH:15]([OH:17])[CH2:14][N:13]2C(=O)CCCCC[N:24]2[C:32](=[O:33])[C:31]3[C:26](=[CH:27][CH:28]=[CH:29][CH:30]=3)[C:25]2=[O:34])=CC=1.C1(C)C=CC=CC=1.C(CC[O:61][P:62]([N:70](C(C)C)C(C)C)N(C(C)C)C(C)C)#N.C(OCC)(=[O:79])C. The catalyst is ClCCl.CCCCCC. The product is [OH:17][CH:15]1[CH2:14][NH:13][C@H:12]([CH2:11][OH:10])[CH2:16]1.[P:62]([NH2:70])([O-:61])[O:79][N:24]1[C:32](=[O:33])[C:31]2=[CH:30][CH:29]=[CH:28][CH:27]=[C:26]2[C:25]1=[O:34]. The yield is 0.890. (2) The reactants are Cl[C:2]1[CH:7]=[C:6]([O:8][CH:9]([C:14]2[CH:19]=[CH:18][CH:17]=[CH:16][CH:15]=2)[C:10]([F:13])([F:12])[F:11])[N:5]=[CH:4][N:3]=1.B([C:23]1[CH:34]=[CH:33][C:26]([CH2:27][C@@H:28]([C:30]([OH:32])=[O:31])[NH2:29])=[CH:25][CH:24]=1)(O)O.C(#N)C.C(=O)([O-])[O-].[Na+].[Na+]. The catalyst is O. The product is [NH2:29][CH:28]([CH2:27][C:26]1[CH:33]=[CH:34][C:23]([C:2]2[CH:7]=[C:6]([O:8][CH:9]([C:14]3[CH:19]=[CH:18][CH:17]=[CH:16][CH:15]=3)[C:10]([F:13])([F:12])[F:11])[N:5]=[CH:4][N:3]=2)=[CH:24][CH:25]=1)[C:30]([OH:32])=[O:31]. The yield is 0.110. (3) The reactants are C(N(CC)CC)C.[OH:8][C@H:9]1[CH2:14][CH2:13][N:12]([C:15]([O:17][C:18]([CH3:21])([CH3:20])[CH3:19])=[O:16])[C@@H:11]([CH3:22])[CH2:10]1.[CH3:23][S:24](Cl)(=[O:26])=[O:25]. The catalyst is ClCCl. The product is [CH3:22][C@H:11]1[CH2:10][C@@H:9]([O:8][S:24]([CH3:23])(=[O:26])=[O:25])[CH2:14][CH2:13][N:12]1[C:15]([O:17][C:18]([CH3:21])([CH3:20])[CH3:19])=[O:16]. The yield is 0.920. (4) The reactants are [F:1][C:2]1[CH:3]=[C:4]2[C:9](=[CH:10][CH:11]=1)[N:8]=[C:7]([O:12][CH3:13])[C:6]([NH:14][C:15](=[O:19])OCC)=[N:5]2.[CH3:20][C:21]1[CH:22]=[C:23]([N:27]2[CH2:32][CH2:31][NH:30][CH2:29][CH2:28]2)[CH:24]=[CH:25][CH:26]=1. No catalyst specified. The product is [F:1][C:2]1[CH:3]=[C:4]2[C:9](=[CH:10][CH:11]=1)[N:8]=[C:7]([O:12][CH3:13])[C:6]([NH:14][C:15]([N:30]1[CH2:31][CH2:32][N:27]([C:23]3[CH:24]=[CH:25][CH:26]=[C:21]([CH3:20])[CH:22]=3)[CH2:28][CH2:29]1)=[O:19])=[N:5]2. The yield is 0.900.